This data is from Catalyst prediction with 721,799 reactions and 888 catalyst types from USPTO. The task is: Predict which catalyst facilitates the given reaction. (1) Reactant: [C:1]1([CH:7]2[NH:12][CH2:11][CH2:10][N:9]([CH2:13][C:14]3[CH:19]=[CH:18][C:17]([C:20]4[CH:25]=[CH:24][CH:23]=[CH:22][C:21]=4[Cl:26])=[CH:16][CH:15]=3)[CH2:8]2)[CH:6]=[CH:5][CH:4]=[CH:3][CH:2]=1.[C:27](Cl)(=[O:29])[CH3:28].C(N(CC)C(C)C)(C)C. Product: [C:1]1([CH:7]2[CH2:8][N:9]([CH2:13][C:14]3[CH:19]=[CH:18][C:17]([C:20]4[CH:25]=[CH:24][CH:23]=[CH:22][C:21]=4[Cl:26])=[CH:16][CH:15]=3)[CH2:10][CH2:11][N:12]2[C:27](=[O:29])[CH3:28])[CH:2]=[CH:3][CH:4]=[CH:5][CH:6]=1. The catalyst class is: 4. (2) Reactant: C([Sn](CCCC)(CCCC)[C:6]1[CH:11]=[CH:10][CH:9]=[CH:8][N:7]=1)CCC.[F:20][C:21]([F:47])([F:46])[C:22]1[CH:23]=[C:24]([NH:32][C:33](=[O:45])[C:34]2[CH:39]=[C:38](I)[CH:37]=[CH:36][C:35]=2[O:41][CH2:42][O:43][CH3:44])[CH:25]=[C:26]([C:28]([F:31])([F:30])[F:29])[CH:27]=1.O. Product: [F:20][C:21]([F:46])([F:47])[C:22]1[CH:23]=[C:24]([NH:32][C:33](=[O:45])[C:34]2[CH:39]=[C:38]([C:6]3[CH:11]=[CH:10][CH:9]=[CH:8][N:7]=3)[CH:37]=[CH:36][C:35]=2[O:41][CH2:42][O:43][CH3:44])[CH:25]=[C:26]([C:28]([F:30])([F:31])[F:29])[CH:27]=1. The catalyst class is: 558.